From a dataset of Full USPTO retrosynthesis dataset with 1.9M reactions from patents (1976-2016). Predict the reactants needed to synthesize the given product. (1) Given the product [CH:18]([C:2]1[S:6][C:5]([C:7]#[N:8])=[CH:4][C:3]=1[CH3:9])=[O:19], predict the reactants needed to synthesize it. The reactants are: Br[C:2]1[S:6][C:5]([C:7]#[N:8])=[CH:4][C:3]=1[CH3:9].C([Li])CCC.CN([CH:18]=[O:19])C. (2) The reactants are: Cl[C:2]1[N:7]=[C:6]([N:8]2[CH2:13][CH2:12][N:11]([CH3:14])[CH2:10][CH2:9]2)[N:5]=[C:4]([N:15]2[CH2:20][CH2:19][CH:18]([C:21]([NH:23][CH2:24][C:25]3[CH:30]=[CH:29][CH:28]=[CH:27][C:26]=3[C:31]([F:34])([F:33])[F:32])=[O:22])[CH2:17][CH2:16]2)[N:3]=1.[OH-:35].[Na+]. Given the product [OH:35][C:2]1[N:7]=[C:6]([N:8]2[CH2:13][CH2:12][N:11]([CH3:14])[CH2:10][CH2:9]2)[N:5]=[C:4]([N:15]2[CH2:20][CH2:19][CH:18]([C:21]([NH:23][CH2:24][C:25]3[CH:30]=[CH:29][CH:28]=[CH:27][C:26]=3[C:31]([F:34])([F:33])[F:32])=[O:22])[CH2:17][CH2:16]2)[N:3]=1, predict the reactants needed to synthesize it. (3) Given the product [F:4][C:5]1[C:10]([F:11])=[C:9]([C:12]#[C:13][C:14]2[CH:15]=[C:16]([CH:17]=[CH:18][CH:19]=2)[NH2:20])[C:8]([F:23])=[C:7]([F:24])[N:6]=1, predict the reactants needed to synthesize it. The reactants are: Cl[Sn]Cl.[F:4][C:5]1[C:10]([F:11])=[C:9]([C:12]#[C:13][C:14]2[CH:19]=[CH:18][CH:17]=[C:16]([N+:20]([O-])=O)[CH:15]=2)[C:8]([F:23])=[C:7]([F:24])[N:6]=1. (4) The reactants are: [CH3:1][CH2:2][O:3][C:4]1[CH:5]=[CH:6][C:7]([NH2:10])=[CH:8][CH:9]=1.O=[C:12]1[CH2:17][CH2:16][N:15]([C@H:18]([CH3:22])[CH2:19][C:20]#[N:21])[CH2:14][CH2:13]1. Given the product [NH2:21][CH2:20][CH2:19][C@H:18]([N:15]1[CH2:16][CH2:17][CH:12]([NH:10][C:7]2[CH:8]=[CH:9][C:4]([O:3][CH2:2][CH3:1])=[CH:5][CH:6]=2)[CH2:13][CH2:14]1)[CH3:22], predict the reactants needed to synthesize it. (5) Given the product [F:23][C:2]1([F:1])[CH2:5][CH:4]([C:6]2[C:14]([C:15]3[NH:19][C:18]([CH2:20][CH3:21])=[N:17][N:16]=3)=[CH:13][C:9]([C:10]([N:25]3[CH2:30][CH2:29][CH:28]([C:31]4[CH:38]=[CH:37][C:34]([C:35]#[N:36])=[CH:33][CH:32]=4)[CH2:27][CH2:26]3)=[O:11])=[C:8]([CH3:22])[CH:7]=2)[CH2:3]1, predict the reactants needed to synthesize it. The reactants are: [F:1][C:2]1([F:23])[CH2:5][CH:4]([C:6]2[C:14]([C:15]3[NH:19][C:18]([CH2:20][CH3:21])=[N:17][N:16]=3)=[CH:13][C:9]([C:10](O)=[O:11])=[C:8]([CH3:22])[CH:7]=2)[CH2:3]1.Cl.[NH:25]1[CH2:30][CH2:29][CH:28]([C:31]2[CH:38]=[CH:37][C:34]([C:35]#[N:36])=[CH:33][CH:32]=2)[CH2:27][CH2:26]1.CCN=C=NCCCN(C)C.Cl. (6) Given the product [NH2:1][C:2]1[C:3]([Cl:13])=[CH:4][CH:5]=[C:6]2[C:11]=1[CH:10]=[C:9]([NH:15][CH3:14])[CH:8]=[CH:7]2, predict the reactants needed to synthesize it. The reactants are: [NH2:1][C:2]1[C:3]([Cl:13])=[CH:4][CH:5]=[C:6]2[C:11]=1[CH:10]=[C:9](O)[CH:8]=[CH:7]2.[CH3:14][NH2:15].